This data is from Reaction yield outcomes from USPTO patents with 853,638 reactions. The task is: Predict the reaction yield, written as a fraction of the theoretical maximum amount of product (1.0 means a 100% yield; for example, 0.34 means a 34% yield). (1) The reactants are [Br:1][C:2]1[CH:3]=[CH:4][C:5]([NH2:8])=[N:6][CH:7]=1.CN(C(ON1N=NC2C=CC=NC1=2)=[N+](C)C)C.F[P-](F)(F)(F)(F)F.CCN(C(C)C)C(C)C.[CH3:42][S:43][CH2:44][C:45](O)=[O:46]. The catalyst is CN(C=O)C. The product is [Br:1][C:2]1[CH:3]=[CH:4][C:5]([NH:8][C:45](=[O:46])[CH2:44][S:43][CH3:42])=[N:6][CH:7]=1. The yield is 0.210. (2) The reactants are [OH:1][C:2]1[CH:6]=[C:5]([C:7]([O:9][CH3:10])=[O:8])[NH:4][N:3]=1.C(=O)([O-])[O-].[K+].[K+].Cl.Cl[CH2:19][C:20]1[CH:29]=[CH:28][C:27]2[C:22](=[CH:23][CH:24]=[CH:25][CH:26]=2)[N:21]=1.CN(C)C=O. The catalyst is O. The product is [N:21]1[C:22]2[C:27](=[CH:26][CH:25]=[CH:24][CH:23]=2)[CH:28]=[CH:29][C:20]=1[CH2:19][O:1][C:2]1[CH:6]=[C:5]([C:7]([O:9][CH3:10])=[O:8])[NH:4][N:3]=1. The yield is 0.270.